From a dataset of Full USPTO retrosynthesis dataset with 1.9M reactions from patents (1976-2016). Predict the reactants needed to synthesize the given product. (1) Given the product [CH2:26]([O:25][P:24]([C:29]([C:32]1[CH:37]=[CH:36][C:35]([CH2:38][Br:1])=[CH:34][C:33]=1[Cl:39])([F:31])[F:30])(=[O:28])[O:23][CH2:21][CH3:22])[CH3:27], predict the reactants needed to synthesize it. The reactants are: [Br:1]N1C(=O)CCC1=O.CC(N=NC(C#N)(C)C)(C#N)C.[CH2:21]([O:23][P:24]([C:29]([C:32]1[CH:37]=[CH:36][C:35]([CH3:38])=[CH:34][C:33]=1[Cl:39])([F:31])[F:30])(=[O:28])[O:25][CH2:26][CH3:27])[CH3:22]. (2) Given the product [CH:14]([OH:18])=[O:42].[CH3:39][C:38]([CH3:41])([CH3:40])[C:37]([NH:25][CH:22]1[CH2:23][CH2:24][N:20]([CH2:19][C:17]2[O:18][C:14]3[CH:13]=[C:12]([O:11][C:3]4[S:2][C:10]5[C:5]([N:4]=4)=[N:6][CH:7]=[CH:8][CH:9]=5)[CH:27]=[CH:26][C:15]=3[CH:16]=2)[CH2:21]1)=[O:42], predict the reactants needed to synthesize it. The reactants are: Cl.[S:2]1[C:10]2[C:5](=[N:6][CH:7]=[CH:8][CH:9]=2)[N:4]=[C:3]1[O:11][C:12]1[CH:27]=[CH:26][C:15]2[CH:16]=[C:17]([CH2:19][N:20]3[CH2:24][CH2:23][CH:22]([NH2:25])[CH2:21]3)[O:18][C:14]=2[CH:13]=1.CCN(C(C)C)C(C)C.[C:37](Cl)(=[O:42])[C:38]([CH3:41])([CH3:40])[CH3:39]. (3) Given the product [Br:14][C:15]1[CH:22]=[CH:21][C:18]([CH2:19][NH:12][CH2:11][C:10]([O:9][CH2:2][C:3]2[CH:8]=[CH:7][CH:6]=[CH:5][CH:4]=2)=[O:13])=[CH:17][CH:16]=1, predict the reactants needed to synthesize it. The reactants are: Cl.[CH2:2]([O:9][C:10](=[O:13])[CH2:11][NH2:12])[C:3]1[CH:8]=[CH:7][CH:6]=[CH:5][CH:4]=1.[Br:14][C:15]1[CH:22]=[CH:21][C:18]([CH:19]=O)=[CH:17][CH:16]=1.C(O)(=O)C.C(O[BH-](OC(=O)C)OC(=O)C)(=O)C.[Na+].C([O-])(O)=O.[Na+]. (4) Given the product [C:4]([OH:6])(=[O:5])[CH2:2][CH2:3][CH2:26][CH2:27][C:28]([OH:30])=[O:29], predict the reactants needed to synthesize it. The reactants are: N[CH:2]([C:4]([OH:6])=[O:5])[CH3:3].C1C=C(CN)C=C(CN)C=1.[C:28]([OH:30])(=[O:29])[CH2:27][CH2:26]CCCCCC[CH2:26][CH2:27][C:28]([OH:30])=[O:29].C(O)(=O)C1C=CC=C(C(O)=O)C=1. (5) The reactants are: [NH:1]([C:8]1[N:13]=[C:12]([CH:14](OC)[O:15]C)[CH:11]=[CH:10][N:9]=1)[C:2]1[CH:7]=[CH:6][CH:5]=[CH:4][CH:3]=1.Cl.C(=O)([O-])[O-].[Na+].[Na+]. Given the product [NH:1]([C:8]1[N:13]=[C:12]([CH:14]=[O:15])[CH:11]=[CH:10][N:9]=1)[C:2]1[CH:3]=[CH:4][CH:5]=[CH:6][CH:7]=1, predict the reactants needed to synthesize it. (6) Given the product [Cl:1][C:2]1[CH:7]=[CH:6][C:5]([C:8](=[O:16])[C:9]([C:10]2[CH:15]=[CH:14][N:13]=[CH:12][CH:11]=2)=[N:17][OH:18])=[CH:4][CH:3]=1, predict the reactants needed to synthesize it. The reactants are: [Cl:1][C:2]1[CH:7]=[CH:6][C:5]([C:8](=[O:16])[CH2:9][C:10]2[CH:15]=[CH:14][N:13]=[CH:12][CH:11]=2)=[CH:4][CH:3]=1.[N:17]([O-])=[O:18].[Na+]. (7) Given the product [C:1]([N:5]1[C:9](=[O:10])[CH2:8][CH:7]([C:11]2[CH:12]=[CH:13][C:14]([CH2:17][CH2:18][NH:19][S:20]([C:23]3[CH:24]=[CH:25][C:26]([O:29][C:30]4[CH:31]=[CH:32][CH:33]=[CH:34][CH:35]=4)=[CH:27][CH:28]=3)(=[O:21])=[O:22])=[CH:15][CH:16]=2)[S:6]1(=[O:37])=[O:36])([CH3:4])([CH3:2])[CH3:3], predict the reactants needed to synthesize it. The reactants are: [C:1]([N:5]1[C:9](=[O:10])[CH:8]=[C:7]([C:11]2[CH:16]=[CH:15][C:14]([CH2:17][CH2:18][NH:19][S:20]([C:23]3[CH:28]=[CH:27][C:26]([O:29][C:30]4[CH:35]=[CH:34][CH:33]=[CH:32][CH:31]=4)=[CH:25][CH:24]=3)(=[O:22])=[O:21])=[CH:13][CH:12]=2)[S:6]1(=[O:37])=[O:36])([CH3:4])([CH3:3])[CH3:2].[BH4-].[Li+].[Cl-].[NH4+].